From a dataset of Full USPTO retrosynthesis dataset with 1.9M reactions from patents (1976-2016). Predict the reactants needed to synthesize the given product. Given the product [CH2:11]([NH:4][C:3]1[CH:5]=[CH:6][CH:7]=[CH:8][C:2]=1[I:1])[C:12]1[CH:13]=[CH:5][CH:3]=[CH:2][CH:8]=1, predict the reactants needed to synthesize it. The reactants are: [I:1][C:2]1[CH:8]=[CH:7][CH:6]=[CH:5][C:3]=1[NH2:4].[OH-].[Cs+].[CH2:11](Br)[CH:12]=[CH2:13].